This data is from Full USPTO retrosynthesis dataset with 1.9M reactions from patents (1976-2016). The task is: Predict the reactants needed to synthesize the given product. (1) Given the product [F:44][C:38]1[C:39]([F:43])=[CH:40][CH:41]=[CH:42][C:37]=1[CH2:36][S:35][C:21]1[N:20]=[C:19]([NH:2][S:1]([N:5]2[CH2:6][CH2:7][N:8]([C:11]([O:13][C:14]([CH3:17])([CH3:16])[CH3:15])=[O:12])[CH2:9][CH2:10]2)(=[O:3])=[O:4])[CH:24]=[C:23]([O:25][C@@H:26]([C@@H:28]2[CH2:32][O:31][C:30]([CH3:33])([CH3:34])[O:29]2)[CH3:27])[N:22]=1, predict the reactants needed to synthesize it. The reactants are: [S:1]([N:5]1[CH2:10][CH2:9][N:8]([C:11]([O:13][C:14]([CH3:17])([CH3:16])[CH3:15])=[O:12])[CH2:7][CH2:6]1)(=[O:4])(=[O:3])[NH2:2].Cl[C:19]1[CH:24]=[C:23]([O:25][C@@H:26]([C@@H:28]2[CH2:32][O:31][C:30]([CH3:34])([CH3:33])[O:29]2)[CH3:27])[N:22]=[C:21]([S:35][CH2:36][C:37]2[CH:42]=[CH:41][CH:40]=[C:39]([F:43])[C:38]=2[F:44])[N:20]=1. (2) Given the product [CH3:13][C:14]1[C:15]([C:28]2[CH:29]=[C:30]([CH:33]=[CH:34][C:35]=2[O:36][CH3:37])[CH:31]=[C:5]2[NH:1][C:2](=[O:7])[NH:3][C:4]2=[O:6])=[CH:16][C:17]2[C:18]([CH3:27])([CH3:26])[CH2:19][CH2:20][C:21]([CH3:24])([CH3:25])[C:22]=2[CH:23]=1, predict the reactants needed to synthesize it. The reactants are: [NH:1]1[CH2:5][C:4](=[O:6])[NH:3][C:2]1=[O:7].N1CCCC1.[CH3:13][C:14]1[C:15]([C:28]2[CH:29]=[C:30]([CH:33]=[CH:34][C:35]=2[O:36][CH3:37])[CH:31]=O)=[CH:16][C:17]2[C:18]([CH3:27])([CH3:26])[CH2:19][CH2:20][C:21]([CH3:25])([CH3:24])[C:22]=2[CH:23]=1. (3) Given the product [F:13][C:12]1[CH:11]=[CH:10][C:4]([C:5]([O:7][CH2:8][CH3:9])=[O:6])=[CH:3][C:2]=1[CH:14]=[CH2:15], predict the reactants needed to synthesize it. The reactants are: Br[C:2]1[CH:3]=[C:4]([CH:10]=[CH:11][C:12]=1[F:13])[C:5]([O:7][CH2:8][CH3:9])=[O:6].[CH3:14][CH2:15]CC[Sn](C=C)(CCCC)CCCC.[F-].[K+]. (4) Given the product [OH:1][C:2]([C:11]1[O:25][C:14]2=[N:15][CH:16]=[C:17]([CH2:19][C:20]([OH:22])=[O:21])[CH:18]=[C:13]2[CH:12]=1)([C:4]1[CH:9]=[CH:8][N:7]=[C:6]([CH3:10])[CH:5]=1)[CH3:3], predict the reactants needed to synthesize it. The reactants are: [OH:1][C:2]([C:11]1[O:25][C:14]2=[N:15][CH:16]=[C:17]([CH2:19][C:20]([O:22]CC)=[O:21])[CH:18]=[C:13]2[CH:12]=1)([C:4]1[CH:9]=[CH:8][N:7]=[C:6]([CH3:10])[CH:5]=1)[CH3:3].C(OCC#N)(C)C. (5) The reactants are: CC(OC(/N=N/C(OC(C)C)=O)=O)C.[N+:15]([C:18]1[CH:19]=[N:20][NH:21][CH:22]=1)([O-:17])=[O:16].O[CH:24]1[CH2:29][CH2:28][N:27]([C:30]([O:32][C:33]([CH3:36])([CH3:35])[CH3:34])=[O:31])[CH2:26][CH2:25]1.C1(P(C2C=CC=CC=2)C2C=CC=CC=2)C=CC=CC=1. Given the product [N+:15]([C:18]1[CH:19]=[N:20][N:21]([CH:24]2[CH2:29][CH2:28][N:27]([C:30]([O:32][C:33]([CH3:36])([CH3:35])[CH3:34])=[O:31])[CH2:26][CH2:25]2)[CH:22]=1)([O-:17])=[O:16], predict the reactants needed to synthesize it.